Task: Regression/Classification. Given a drug SMILES string, predict its absorption, distribution, metabolism, or excretion properties. Task type varies by dataset: regression for continuous measurements (e.g., permeability, clearance, half-life) or binary classification for categorical outcomes (e.g., BBB penetration, CYP inhibition). Dataset: cyp2c19_veith.. Dataset: CYP2C19 inhibition data for predicting drug metabolism from PubChem BioAssay The molecule is COC(=O)c1cc2n(n1)CCN(Cc1ccc(OC)cc1)C2=O. The result is 1 (inhibitor).